From a dataset of Reaction yield outcomes from USPTO patents with 853,638 reactions. Predict the reaction yield, written as a fraction of the theoretical maximum amount of product (1.0 means a 100% yield; for example, 0.34 means a 34% yield). (1) The reactants are [F-].C([N+](CCCC)(CCCC)CCCC)CCC.[N:19]1([C:25]2[C:33]3[C:28](=[CH:29][CH:30]=[CH:31][CH:32]=3)[N:27]([Si](C(C)C)(C(C)C)C(C)C)[CH:26]=2)[CH2:24][CH2:23][O:22][CH2:21][CH2:20]1. The catalyst is C1COCC1.O. The product is [N:19]1([C:25]2[C:33]3[C:28](=[CH:29][CH:30]=[CH:31][CH:32]=3)[NH:27][CH:26]=2)[CH2:20][CH2:21][O:22][CH2:23][CH2:24]1. The yield is 0.890. (2) The reactants are [OH:1][C@H:2]1[CH2:7][CH2:6][C@H:5]([N:8]2[C:13](=[O:14])[C:12]([CH2:15][C:16]3[CH:21]=[CH:20][C:19]([C:22]4[C:23]([C:28]#[N:29])=[CH:24][CH:25]=[CH:26][CH:27]=4)=[CH:18][CH:17]=3)=[C:11]([CH2:30][CH2:31][CH3:32])[N:10]3[N:33]=[CH:34][N:35]=[C:9]23)[CH2:4][CH2:3]1.[CH3:36][S:37]([CH3:39])=O.C(OC(=O)C)(=O)C. The catalyst is O. The product is [CH3:36][S:37][CH2:39][O:1][C@H:2]1[CH2:7][CH2:6][C@H:5]([N:8]2[C:13](=[O:14])[C:12]([CH2:15][C:16]3[CH:21]=[CH:20][C:19]([C:22]4[C:23]([C:28]#[N:29])=[CH:24][CH:25]=[CH:26][CH:27]=4)=[CH:18][CH:17]=3)=[C:11]([CH2:30][CH2:31][CH3:32])[N:10]3[N:33]=[CH:34][N:35]=[C:9]23)[CH2:4][CH2:3]1. The yield is 0.590. (3) The reactants are [CH3:1][N:2]([CH:13]1[CH2:18][CH2:17][NH:16][CH2:15][CH2:14]1)[C:3](=[O:12])[O:4][CH2:5][C:6]1[CH:11]=[CH:10][CH:9]=[CH:8][CH:7]=1.Cl[C:20]1[CH:25]=[C:24]([CH3:26])[N:23]=[C:22]([CH3:27])[N:21]=1.C([O-])([O-])=O.[K+].[K+]. The catalyst is CC(C)=O. The product is [CH3:27][C:22]1[N:21]=[C:20]([N:16]2[CH2:15][CH2:14][CH:13]([N:2]([CH3:1])[C:3](=[O:12])[O:4][CH2:5][C:6]3[CH:11]=[CH:10][CH:9]=[CH:8][CH:7]=3)[CH2:18][CH2:17]2)[CH:25]=[C:24]([CH3:26])[N:23]=1. The yield is 0.620. (4) The reactants are [NH2:1][C:2]1[CH:3]=[CH:4][C:5]([CH3:24])=[C:6]([C:8]2[CH:17]=[C:16]3[C:11]([CH:12]=[C:13]([NH:18][C:19]([CH:21]4[CH2:23][CH2:22]4)=[O:20])[N:14]=[CH:15]3)=[CH:10][CH:9]=2)[CH:7]=1.[O:25]1[CH2:29][CH2:28][CH2:27][C@@H:26]1[C:30](O)=[O:31].F[P-](F)(F)(F)(F)F.N1(O[P+](N2CCCC2)(N2CCCC2)N2CCCC2)C2N=CC=CC=2N=N1.CN(C)C=O.C(N(CC)C(C)C)(C)C. The catalyst is CN(C)C1C=CN=CC=1.C(OCC)(=O)C. The product is [CH:21]1([C:19]([NH:18][C:13]2[N:14]=[CH:15][C:16]3[C:11]([CH:12]=2)=[CH:10][CH:9]=[C:8]([C:6]2[CH:7]=[C:2]([NH:1][C:30]([C@H:26]4[CH2:27][CH2:28][CH2:29][O:25]4)=[O:31])[CH:3]=[CH:4][C:5]=2[CH3:24])[CH:17]=3)=[O:20])[CH2:22][CH2:23]1. The yield is 0.650. (5) The reactants are [C:1]([O:5][C:6]([N:8]([CH2:10][C@H:11]1[CH2:16][CH2:15][C@H:14]([CH2:17][CH2:18][C:19](O)=[O:20])[CH2:13][CH2:12]1)[CH3:9])=[O:7])([CH3:4])([CH3:3])[CH3:2].CO. The catalyst is O1CCCC1. The product is [C:1]([O:5][C:6](=[O:7])[N:8]([CH2:10][C@H:11]1[CH2:16][CH2:15][C@H:14]([CH2:17][CH2:18][CH2:19][OH:20])[CH2:13][CH2:12]1)[CH3:9])([CH3:2])([CH3:4])[CH3:3]. The yield is 0.806. (6) The reactants are [F:1][C:2]([F:9])([F:8])/[CH:3]=[CH:4]/[C:5]([OH:7])=[O:6].[CH3:10][S-:11].[Na+]. The catalyst is CO. The product is [F:1][C:2]([F:9])([F:8])[CH:3]([S:11][CH3:10])[CH2:4][C:5]([OH:7])=[O:6]. The yield is 0.990. (7) The reactants are Cl.[Br:2][C:3]1[CH:4]=[CH:5][C:6]([O:9][C:10]2[CH:11]=[C:12]([C@@H:16]3[CH2:20][C:19]4([CH2:25][CH2:24][NH:23][CH2:22][CH2:21]4)[O:18][CH2:17]3)[CH:13]=[CH:14][CH:15]=2)=[N:7][CH:8]=1.[N:26]1[CH:31]=[CH:30][CH:29]=[C:28]([NH:32][C:33](=O)[O:34]C2C=CC=CC=2)[N:27]=1.CCN(C(C)C)C(C)C. The catalyst is C(#N)C. The product is [Br:2][C:3]1[CH:4]=[CH:5][C:6]([O:9][C:10]2[CH:11]=[C:12]([C@@H:16]3[CH2:20][C:19]4([CH2:25][CH2:24][N:23]([C:33]([NH:32][C:28]5[N:27]=[N:26][CH:31]=[CH:30][CH:29]=5)=[O:34])[CH2:22][CH2:21]4)[O:18][CH2:17]3)[CH:13]=[CH:14][CH:15]=2)=[N:7][CH:8]=1. The yield is 0.840.